Regression/Classification. Given a drug SMILES string, predict its absorption, distribution, metabolism, or excretion properties. Task type varies by dataset: regression for continuous measurements (e.g., permeability, clearance, half-life) or binary classification for categorical outcomes (e.g., BBB penetration, CYP inhibition). Dataset: cyp2c9_substrate_carbonmangels. From a dataset of CYP2C9 substrate classification data from Carbon-Mangels et al.. (1) The compound is CC[C@@H]1[C@@H]2C[C@H]3[C@@H]4N(C)c5ccccc5[C@]45C[C@@H]([C@H]2[C@H]5O)N3[C@@H]1O. The result is 0 (non-substrate). (2) The drug is CC[C@H](C)C(=O)O[C@H]1C[C@H](O)C=C2C=C[C@H](C)[C@H](CC[C@@H](O)C[C@@H](O)CC(=O)O)[C@H]21. The result is 0 (non-substrate). (3) The molecule is O=c1[nH]c(=O)n([C@@H]2CCCO2)cc1F. The result is 1 (substrate). (4) The molecule is CC(=O)N1CCN(c2ccc(OC[C@H]3CO[C@](Cn4ccnc4)(c4ccc(Cl)cc4Cl)O3)cc2)CC1. The result is 0 (non-substrate). (5) The molecule is CN1CCc2cccc3c2[C@@H]1Cc1ccc(O)c(O)c1-3. The result is 0 (non-substrate). (6) The drug is O=C(N[C@H](Cc1cc(=O)[nH]c2ccccc12)C(=O)O)c1ccc(Cl)cc1. The result is 0 (non-substrate).